Dataset: Peptide-MHC class I binding affinity with 185,985 pairs from IEDB/IMGT. Task: Regression. Given a peptide amino acid sequence and an MHC pseudo amino acid sequence, predict their binding affinity value. This is MHC class I binding data. (1) The peptide sequence is FVRQCFNPM. The MHC is HLA-B07:02 with pseudo-sequence HLA-B07:02. The binding affinity (normalized) is 0.725. (2) The peptide sequence is GAVNVVYTF. The MHC is HLA-B58:02 with pseudo-sequence HLA-B58:02. The binding affinity (normalized) is 0.322. (3) The peptide sequence is FADINGKLY. The MHC is HLA-A26:01 with pseudo-sequence HLA-A26:01. The binding affinity (normalized) is 0.382.